Regression/Classification. Given a drug SMILES string, predict its absorption, distribution, metabolism, or excretion properties. Task type varies by dataset: regression for continuous measurements (e.g., permeability, clearance, half-life) or binary classification for categorical outcomes (e.g., BBB penetration, CYP inhibition). Dataset: cyp2d6_veith. From a dataset of CYP2D6 inhibition data for predicting drug metabolism from PubChem BioAssay. (1) The molecule is c1ccc2nc(C3=NCCN3)cnc2c1. The result is 0 (non-inhibitor). (2) The compound is Clc1ccccc1C(Nc1cnccn1)Nc1cnccn1. The result is 0 (non-inhibitor).